Dataset: Forward reaction prediction with 1.9M reactions from USPTO patents (1976-2016). Task: Predict the product of the given reaction. Given the reactants C(Cl)OC.CC(C)([O-])C.[K+].[F:11][C:12]1[N:17]=[C:16](I)[C:15]([O:19][CH2:20][O:21][CH3:22])=[CH:14][CH:13]=1.[N:23]1[CH:28]=[CH:27][C:26](B(O)O)=[CH:25][CH:24]=1.P([O-])([O-])([O-])=O.[K+].[K+].[K+].C1(P(C2CCCCC2)C2CCCCC2)CCCCC1, predict the reaction product. The product is: [F:11][C:12]1[N:17]=[C:16]([C:26]2[CH:27]=[CH:28][N:23]=[CH:24][CH:25]=2)[C:15]([O:19][CH2:20][O:21][CH3:22])=[CH:14][CH:13]=1.